Predict the product of the given reaction. From a dataset of Forward reaction prediction with 1.9M reactions from USPTO patents (1976-2016). Given the reactants [Si:1]([O:18][CH:19]1[CH2:24][CH2:23][CH:22]([CH2:25][OH:26])[CH2:21][CH2:20]1)([C:14]([CH3:17])([CH3:16])[CH3:15])([C:8]1[CH:13]=[CH:12][CH:11]=[CH:10][CH:9]=1)[C:2]1[CH:7]=[CH:6][CH:5]=[CH:4][CH:3]=1.C(N(CC)CC)C, predict the reaction product. The product is: [Si:1]([O:18][CH:19]1[CH2:20][CH2:21][CH:22]([CH:25]=[O:26])[CH2:23][CH2:24]1)([C:14]([CH3:17])([CH3:16])[CH3:15])([C:8]1[CH:13]=[CH:12][CH:11]=[CH:10][CH:9]=1)[C:2]1[CH:3]=[CH:4][CH:5]=[CH:6][CH:7]=1.